This data is from Forward reaction prediction with 1.9M reactions from USPTO patents (1976-2016). The task is: Predict the product of the given reaction. (1) Given the reactants Br[C:2]1[CH:16]=[CH:15][C:5]2[N:6]=[C:7]([NH:9][C:10]([NH:12][CH2:13][CH3:14])=[O:11])[S:8][C:4]=2[CH:3]=1.C1C=CC(P(C2C=CC=CC=2)CCCP(C2C=CC=CC=2)C2C=CC=CC=2)=CC=1.C(N(CC)CC)C.[CH2:53]=[CH:54][C:55]1[CH:60]=[CH:59][CH:58]=[CH:57][CH:56]=1, predict the reaction product. The product is: [C:55]1(/[CH:54]=[CH:53]/[C:2]2[CH:16]=[CH:15][C:5]3[N:6]=[C:7]([NH:9][C:10]([NH:12][CH2:13][CH3:14])=[O:11])[S:8][C:4]=3[CH:3]=2)[CH:60]=[CH:59][CH:58]=[CH:57][CH:56]=1. (2) Given the reactants Br[C:2]1[C:10]2[O:11][CH2:12][CH2:13][C:9]=2[C:8]2[C@H:7]([CH2:14][C:15]([O:17][CH2:18][CH3:19])=[O:16])[CH2:6][CH2:5][C:4]=2[C:3]=1Br.C([O-])(=O)C.[Na+], predict the reaction product. The product is: [CH2:13]1[CH2:12][O:11][C:10]2[CH:2]=[CH:3][C:4]3[CH2:5][CH2:6][C@@H:7]([CH2:14][C:15]([O:17][CH2:18][CH3:19])=[O:16])[C:8]=3[C:9]1=2. (3) Given the reactants [Cl:1][C:2]1[CH:3]=[C:4]([CH:9]=[CH:10][N:11]=1)[C:5]([O:7][CH3:8])=[O:6].[F:12][C:13]1[CH:18]=[C:17]([F:19])[CH:16]=[CH:15][C:14]=1B(O)O.C(=O)([O-])[O-].[K+].[K+].Cl, predict the reaction product. The product is: [ClH:1].[F:12][C:13]1[CH:18]=[C:17]([F:19])[CH:16]=[CH:15][C:14]=1[C:2]1[CH:3]=[C:4]([CH:9]=[CH:10][N:11]=1)[C:5]([O:7][CH3:8])=[O:6]. (4) Given the reactants [Br:1][C:2]1[N:7]=[C:6]([C:8]2[CH2:13][CH2:12][C:11]([CH3:15])([CH3:14])[CH2:10][CH:9]=2)[C:5]([NH2:16])=[CH:4][CH:3]=1.[C:17]([C:19]1[N:20]=[C:21]([C:32]([O-])=[O:33])[N:22]([CH2:24][O:25][CH2:26][CH2:27][Si:28]([CH3:31])([CH3:30])[CH3:29])[CH:23]=1)#[N:18].[K+].C1CN([P+](Br)(N2CCCC2)N2CCCC2)CC1.F[P-](F)(F)(F)(F)F.CCN(C(C)C)C(C)C, predict the reaction product. The product is: [Br:1][C:2]1[N:7]=[C:6]([C:8]2[CH2:13][CH2:12][C:11]([CH3:14])([CH3:15])[CH2:10][CH:9]=2)[C:5]([NH:16][C:32]([C:21]2[N:22]([CH2:24][O:25][CH2:26][CH2:27][Si:28]([CH3:31])([CH3:30])[CH3:29])[CH:23]=[C:19]([C:17]#[N:18])[N:20]=2)=[O:33])=[CH:4][CH:3]=1.